Dataset: Full USPTO retrosynthesis dataset with 1.9M reactions from patents (1976-2016). Task: Predict the reactants needed to synthesize the given product. (1) Given the product [CH2:32]([C:27]([NH:26][C:16]([C:8]1[CH:7]=[CH:6][C:5]([N:4]([CH2:3][C:2]([F:1])([F:25])[F:24])[CH2:19][C:20]([F:22])([F:21])[F:23])=[C:10]([O:11][CH2:12][CH:13]2[CH2:14][CH2:15]2)[N:9]=1)=[O:17])([C:28](=[O:29])[NH:30][CH3:31])[CH2:34][CH3:35])[CH3:33], predict the reactants needed to synthesize it. The reactants are: [F:1][C:2]([F:25])([F:24])[CH2:3][N:4]([CH2:19][C:20]([F:23])([F:22])[F:21])[C:5]1[CH:6]=[CH:7][C:8]([C:16](O)=[O:17])=[N:9][C:10]=1[O:11][CH2:12][CH:13]1[CH2:15][CH2:14]1.[NH2:26][C:27]([CH2:34][CH3:35])([CH2:32][CH3:33])[C:28]([NH:30][CH3:31])=[O:29]. (2) Given the product [N:1]([CH2:4][CH:5]1[O:10][C:9]2[C:11]([C:20]3[CH:19]=[CH:18][C:17]([Cl:16])=[CH:22][C:21]=3[Cl:23])=[CH:12][CH:13]=[CH:14][C:8]=2[NH:7][CH2:6]1)=[N+:2]=[N-:3], predict the reactants needed to synthesize it. The reactants are: [N:1]([CH2:4][CH:5]1[O:10][C:9]2[C:11](Br)=[CH:12][CH:13]=[CH:14][C:8]=2[NH:7][CH2:6]1)=[N+:2]=[N-:3].[Cl:16][C:17]1[CH:22]=[C:21]([Cl:23])[CH:20]=[CH:19][C:18]=1B(O)O.